The task is: Regression. Given two drug SMILES strings and cell line genomic features, predict the synergy score measuring deviation from expected non-interaction effect.. This data is from NCI-60 drug combinations with 297,098 pairs across 59 cell lines. (1) Drug 1: C1CCC(CC1)NC(=O)N(CCCl)N=O. Drug 2: C1=CC=C(C=C1)NC(=O)CCCCCCC(=O)NO. Cell line: ACHN. Synergy scores: CSS=12.2, Synergy_ZIP=-7.30, Synergy_Bliss=-7.79, Synergy_Loewe=-13.8, Synergy_HSA=-6.41. (2) Drug 2: CN(CCCl)CCCl.Cl. Synergy scores: CSS=45.6, Synergy_ZIP=0.475, Synergy_Bliss=0.266, Synergy_Loewe=-24.8, Synergy_HSA=1.79. Drug 1: CNC(=O)C1=NC=CC(=C1)OC2=CC=C(C=C2)NC(=O)NC3=CC(=C(C=C3)Cl)C(F)(F)F. Cell line: RPMI-8226.